From a dataset of Reaction yield outcomes from USPTO patents with 853,638 reactions. Predict the reaction yield, written as a fraction of the theoretical maximum amount of product (1.0 means a 100% yield; for example, 0.34 means a 34% yield). The reactants are [Cl:1][C:2]1[CH:7]=[C:6]([O:8][CH3:9])[CH:5]=[CH:4][C:3]=1[C:10]1[CH:15]=[CH:14][N:13]=[C:12](OS(C(F)(F)F)(=O)=O)[C:11]=1[N+:24]([O-:26])=[O:25].Cl.[CH:28]1([CH:32]([NH2:35])[CH2:33][CH3:34])[CH2:31][CH2:30][CH2:29]1. No catalyst specified. The yield is 0.730. The product is [Cl:1][C:2]1[CH:7]=[C:6]([O:8][CH3:9])[CH:5]=[CH:4][C:3]=1[C:10]1[CH:15]=[CH:14][N:13]=[C:12]([NH:35][CH:32]([CH:28]2[CH2:31][CH2:30][CH2:29]2)[CH2:33][CH3:34])[C:11]=1[N+:24]([O-:26])=[O:25].